Binary Classification. Given a drug SMILES string, predict its activity (active/inactive) in a high-throughput screening assay against a specified biological target. From a dataset of HIV replication inhibition screening data with 41,000+ compounds from the AIDS Antiviral Screen. (1) The compound is CN(C)CCN1CCc2c([nH]c3ccccc23)C1c1cccnc1. The result is 0 (inactive). (2) The compound is COC(=O)c1c2c(cc3c1CCC3)CCC2. The result is 0 (inactive).